From a dataset of Full USPTO retrosynthesis dataset with 1.9M reactions from patents (1976-2016). Predict the reactants needed to synthesize the given product. (1) Given the product [CH3:1][N:2]1[C:6]([N:7]2[CH2:33][C:24]3[C:23](=[CH:28][CH:27]=[C:26]([C:29]([F:30])([F:32])[F:31])[CH:25]=3)[CH2:22]2)=[CH:5][CH:4]=[N:3]1, predict the reactants needed to synthesize it. The reactants are: [CH3:1][N:2]1[C:6]([NH2:7])=[CH:5][CH:4]=[N:3]1.C(N(CC)CC)C.O1CCOCC1.Br[CH2:22][C:23]1[CH:28]=[CH:27][C:26]([C:29]([F:32])([F:31])[F:30])=[CH:25][C:24]=1[CH2:33]Br. (2) Given the product [Br:1][C:2]1[CH:3]=[C:4]2[C:9](=[CH:10][CH:11]=1)[N:8]=[CH:7][CH:6]=[C:5]2[C:18]1[CH:23]=[CH:22][N:21]=[N:20][CH:19]=1, predict the reactants needed to synthesize it. The reactants are: [Br:1][C:2]1[CH:3]=[C:4]2[C:9](=[CH:10][CH:11]=1)[N:8]=[CH:7][CH:6]=[C:5]2I.C([Sn](CCCC)(CCCC)[C:18]1[CH:23]=[CH:22][N:21]=[N:20][CH:19]=1)CCC.CCOC(C)=O. (3) Given the product [CH3:21][O:22][C:23]1[CH:24]=[C:25]([C:31]2[O:32][C:33]([CH3:38])=[C:34]([CH2:36][O:1][CH:2]3[CH2:7][CH2:6][CH2:5][CH:4]([O:8][CH2:9][C:10]4[CH:19]=[CH:18][CH:17]=[C:16]([CH3:20])[C:11]=4[C:12]([OH:14])=[O:13])[CH2:3]3)[N:35]=2)[CH:26]=[CH:27][C:28]=1[O:29][CH3:30], predict the reactants needed to synthesize it. The reactants are: [OH:1][CH:2]1[CH2:7][CH2:6][CH2:5][CH:4]([O:8][CH2:9][C:10]2[CH:19]=[CH:18][CH:17]=[C:16]([CH3:20])[C:11]=2[C:12]([O:14]C)=[O:13])[CH2:3]1.[CH3:21][O:22][C:23]1[CH:24]=[C:25]([C:31]2[O:32][C:33]([CH3:38])=[C:34]([CH2:36]I)[N:35]=2)[CH:26]=[CH:27][C:28]=1[O:29][CH3:30].